Task: Predict the product of the given reaction.. Dataset: Forward reaction prediction with 1.9M reactions from USPTO patents (1976-2016) (1) The product is: [Br:1][C:2]1[CH:7]=[CH:6][C:5]2[C:8]3([O:26][C:27](=[O:28])[C:4]=2[CH:3]=1)[CH2:9][CH2:10][N:11]([C:14]([C:16]1[C:24]2[C:19](=[CH:20][C:21]([Cl:25])=[CH:22][CH:23]=2)[N:18]([S:37]([C:32]2[CH:31]=[C:30]([F:29])[CH:35]=[C:34]([F:36])[CH:33]=2)(=[O:39])=[O:38])[CH:17]=1)=[O:15])[CH2:12][CH2:13]3. Given the reactants [Br:1][C:2]1[CH:7]=[CH:6][C:5]2[C:8]3([O:26][C:27](=[O:28])[C:4]=2[CH:3]=1)[CH2:13][CH2:12][N:11]([C:14]([C:16]1[C:24]2[C:19](=[CH:20][C:21]([Cl:25])=[CH:22][CH:23]=2)[NH:18][CH:17]=1)=[O:15])[CH2:10][CH2:9]3.[F:29][C:30]1[CH:31]=[C:32]([S:37](Cl)(=[O:39])=[O:38])[CH:33]=[C:34]([F:36])[CH:35]=1, predict the reaction product. (2) Given the reactants [CH3:1][C:2]1([CH3:12])[CH2:7][CH2:6][C:5]([CH3:9])([CH3:8])[C:4]([CH:10]=O)=[CH:3]1.[F:13][C:14]1[CH:15]=[C:16]([CH:18]=[CH:19][CH:20]=1)[NH2:17].C([BH3-])#N.[Na+].[Cl-].[NH4+], predict the reaction product. The product is: [F:13][C:14]1[CH:15]=[C:16]([CH:18]=[CH:19][CH:20]=1)[NH:17][CH2:10][C:4]1[C:5]([CH3:9])([CH3:8])[CH2:6][CH2:7][C:2]([CH3:12])([CH3:1])[CH:3]=1. (3) Given the reactants [N:1]([C:4]1[CH:9]=[CH:8][C:7]([C:10]2[N:14]=[CH:13][N:12]([C:15]3[CH:20]=[CH:19][C:18]([O:21][C:22]([F:25])([F:24])[F:23])=[CH:17][CH:16]=3)[N:11]=2)=[CH:6][CH:5]=1)=[C:2]=[S:3].[CH:26]([N:29]1[CH:33]=[N:32][N:31]=[C:30]1[C:34]1[CH:40]=[CH:39][CH:38]=[CH:37][C:35]=1[NH2:36])([CH3:28])[CH3:27].C(=O)([O-])[O-].[Cs+].[Cs+], predict the reaction product. The product is: [CH:26]([N:29]1[CH:33]=[N:32][N:31]=[C:30]1[C:34]1[CH:40]=[CH:39][CH:38]=[CH:37][C:35]=1[NH:36][C:2]([NH:1][C:4]1[CH:9]=[CH:8][C:7]([C:10]2[N:14]=[CH:13][N:12]([C:15]3[CH:20]=[CH:19][C:18]([O:21][C:22]([F:25])([F:24])[F:23])=[CH:17][CH:16]=3)[N:11]=2)=[CH:6][CH:5]=1)=[S:3])([CH3:28])[CH3:27]. (4) Given the reactants Br[C:2]1[CH:3]=[C:4]2[C:9](=[C:10]([O:12][CH2:13][O:14][CH2:15][CH2:16][Si:17]([CH3:20])([CH3:19])[CH3:18])[CH:11]=1)[N:8]=[CH:7][N:6]([CH2:21][O:22][CH2:23][CH2:24][Si:25]([CH3:28])([CH3:27])[CH3:26])[C:5]2=[O:29].C(C1C=C(C)C=C(C(C)(C)C)C=1O)(C)(C)C.[CH3:46][C:47]1[S:51][C:50]([Sn](CCCC)(CCCC)CCCC)=[N:49][CH:48]=1.[F-].[K+], predict the reaction product. The product is: [CH3:46][C:47]1[S:51][C:50]([C:2]2[CH:3]=[C:4]3[C:9](=[C:10]([O:12][CH2:13][O:14][CH2:15][CH2:16][Si:17]([CH3:20])([CH3:19])[CH3:18])[CH:11]=2)[N:8]=[CH:7][N:6]([CH2:21][O:22][CH2:23][CH2:24][Si:25]([CH3:28])([CH3:27])[CH3:26])[C:5]3=[O:29])=[N:49][CH:48]=1. (5) Given the reactants [Cl-].[Cl-].[Cl-].[Al+3].[NH:5]1[C:9]2=[N:10][CH:11]=[CH:12][CH:13]=[C:8]2[CH:7]=[CH:6]1.[C:14](Cl)(=[O:19])[C:15]#[C:16][CH2:17][CH3:18].C(=O)([O-])O.[Na+], predict the reaction product. The product is: [NH:5]1[C:9]2=[N:10][CH:11]=[CH:12][CH:13]=[C:8]2[C:7]([C:14](=[O:19])[C:15]#[C:16][CH2:17][CH3:18])=[CH:6]1. (6) Given the reactants [F:1][C:2]1[CH:3]=[C:4]([CH:8]=[CH:9][C:10]=1[O:11][CH:12]([CH3:14])[CH3:13])[C:5]([OH:7])=O.Cl.[CH3:16][O:17]CN.CCN=C=NCCC[N:28]([CH3:30])C.Cl.C(N(CC)CC)C.C1C=CC2N(O)N=NC=2C=1.O, predict the reaction product. The product is: [F:1][C:2]1[CH:3]=[C:4]([CH:8]=[CH:9][C:10]=1[O:11][CH:12]([CH3:14])[CH3:13])[C:5]([N:28]([O:17][CH3:16])[CH3:30])=[O:7]. (7) Given the reactants C([C:9]1[CH:15]=[CH:14][C:12]([NH2:13])=[CH:11][CH:10]=1)CCCCCCC.Br[C:17]1[CH:22]=[CH:21][C:20](/C=C/[C:17]2[CH:22]=[CH:21][C:20](Br)=[CH:19][CH:18]=2)=[CH:19][CH:18]=1.P(C(C)(C)C)(C(C)(C)C)C(C)(C)C.CC(C)([O-])C.[Na+], predict the reaction product. The product is: [C:17]1([NH:13][C:12]2[CH:11]=[CH:10][CH:9]=[CH:15][CH:14]=2)[CH:22]=[CH:21][CH:20]=[CH:19][CH:18]=1. (8) Given the reactants [CH2:1]([O:3][C:4]([N:6]1[C:15]2[C:10](=[N:11][C:12]([O:16][CH3:17])=[CH:13][CH:14]=2)[C@@H:9]([NH2:18])[CH2:8][C@H:7]1[CH2:19][CH3:20])=[O:5])[CH3:2].[CH2:21]([O:23][C:24]([C:26]1[N:27]=[C:28](Cl)[O:29][CH:30]=1)=[O:25])[CH3:22].C(N(C(C)C)CC)(C)C.O, predict the reaction product. The product is: [CH2:1]([O:3][C:4]([N:6]1[C:15]2[C:10](=[N:11][C:12]([O:16][CH3:17])=[CH:13][CH:14]=2)[C@@H:9]([NH:18][C:28]2[O:29][CH:30]=[C:26]([C:24]([O:23][CH2:21][CH3:22])=[O:25])[N:27]=2)[CH2:8][C@H:7]1[CH2:19][CH3:20])=[O:5])[CH3:2]. (9) Given the reactants [CH:1]1[C:6]2=[CH:7][C:8]3[CH:9]=[CH:10][CH:11]=[CH:12][C:13]=3[N:5]2[CH:4]=[C:3]([C:14]([O:16]CC)=[O:15])[N:2]=1.[OH-].[K+].O.[ClH:22], predict the reaction product. The product is: [ClH:22].[CH:1]1[C:6]2=[CH:7][C:8]3[CH:9]=[CH:10][CH:11]=[CH:12][C:13]=3[N:5]2[CH:4]=[C:3]([C:14]([OH:16])=[O:15])[N:2]=1. (10) Given the reactants COC1C=CC(CC2C=CC(OC)=CC=2)=C(C=1)OC1C=CC(O)=CC=1.Cl.ClCCN1CCCCC1.C[O:37][C:38]1[CH:39]=[CH:40][C:41]([CH2:60][C:61]2[CH:66]=[CH:65][C:64]([O:67]C)=[CH:63][CH:62]=2)=[C:42]([CH:59]=1)[O:43][C:44]1[CH:58]=[CH:57][C:47]([O:48][CH2:49][CH2:50][N:51]2[CH2:56][CH2:55][CH2:54][CH2:53][CH2:52]2)=[CH:46][CH:45]=1, predict the reaction product. The product is: [OH:67][C:64]1[CH:65]=[CH:66][C:61]([CH2:60][C:41]2[CH:40]=[CH:39][C:38]([OH:37])=[CH:59][C:42]=2[O:43][C:44]2[CH:58]=[CH:57][C:47]([O:48][CH2:49][CH2:50][N:51]3[CH2:52][CH2:53][CH2:54][CH2:55][CH2:56]3)=[CH:46][CH:45]=2)=[CH:62][CH:63]=1.